From a dataset of Full USPTO retrosynthesis dataset with 1.9M reactions from patents (1976-2016). Predict the reactants needed to synthesize the given product. Given the product [CH2:1]([O:3][C:4](=[O:37])[C:5]([CH3:36])([O:29][C:30]1[CH:35]=[CH:34][CH:33]=[CH:32][CH:31]=1)[CH2:6][C:7]1[CH:12]=[CH:11][C:10]([O:13][C:14]2[CH:19]=[C:18]([N:48]3[CH2:49][CH2:50][N:45]([CH2:38][C:39]4[CH:40]=[CH:41][CH:42]=[CH:43][CH:44]=4)[CH2:46][CH2:47]3)[N:17]=[C:16]([NH:21][CH2:22][C:23]3[CH:28]=[CH:27][CH:26]=[CH:25][CH:24]=3)[N:15]=2)=[CH:9][CH:8]=1)[CH3:2], predict the reactants needed to synthesize it. The reactants are: [CH2:1]([O:3][C:4](=[O:37])[C:5]([CH3:36])([O:29][C:30]1[CH:35]=[CH:34][CH:33]=[CH:32][CH:31]=1)[CH2:6][C:7]1[CH:12]=[CH:11][C:10]([O:13][C:14]2[CH:19]=[C:18](Cl)[N:17]=[C:16]([NH:21][CH2:22][C:23]3[CH:28]=[CH:27][CH:26]=[CH:25][CH:24]=3)[N:15]=2)=[CH:9][CH:8]=1)[CH3:2].[CH2:38]([N:45]1[CH2:50][CH2:49][NH:48][CH2:47][CH2:46]1)[C:39]1[CH:44]=[CH:43][CH:42]=[CH:41][CH:40]=1.C([O-])([O-])=O.[Cs+].[Cs+].